Dataset: NCI-60 drug combinations with 297,098 pairs across 59 cell lines. Task: Regression. Given two drug SMILES strings and cell line genomic features, predict the synergy score measuring deviation from expected non-interaction effect. (1) Drug 1: CC1OCC2C(O1)C(C(C(O2)OC3C4COC(=O)C4C(C5=CC6=C(C=C35)OCO6)C7=CC(=C(C(=C7)OC)O)OC)O)O. Drug 2: CCC1(C2=C(COC1=O)C(=O)N3CC4=CC5=C(C=CC(=C5CN(C)C)O)N=C4C3=C2)O.Cl. Cell line: NCIH23. Synergy scores: CSS=53.4, Synergy_ZIP=-3.90, Synergy_Bliss=-4.53, Synergy_Loewe=-2.32, Synergy_HSA=-0.913. (2) Drug 2: CC1CCC2CC(C(=CC=CC=CC(CC(C(=O)C(C(C(=CC(C(=O)CC(OC(=O)C3CCCCN3C(=O)C(=O)C1(O2)O)C(C)CC4CCC(C(C4)OC)OCCO)C)C)O)OC)C)C)C)OC. Cell line: MDA-MB-435. Synergy scores: CSS=9.52, Synergy_ZIP=0.0793, Synergy_Bliss=3.92, Synergy_Loewe=-3.06, Synergy_HSA=2.43. Drug 1: CNC(=O)C1=CC=CC=C1SC2=CC3=C(C=C2)C(=NN3)C=CC4=CC=CC=N4. (3) Drug 1: CCCCCOC(=O)NC1=NC(=O)N(C=C1F)C2C(C(C(O2)C)O)O. Drug 2: C1=NNC2=C1C(=O)NC=N2. Cell line: HT29. Synergy scores: CSS=2.31, Synergy_ZIP=0.810, Synergy_Bliss=1.64, Synergy_Loewe=0.902, Synergy_HSA=0.280.